The task is: Predict the product of the given reaction.. This data is from Forward reaction prediction with 1.9M reactions from USPTO patents (1976-2016). (1) Given the reactants [CH2:1]([O:9][C:10]1[CH:11]=[C:12]([N+:25]([O-])=O)[CH:13]=[CH:14][C:15]=1[O:16][CH2:17][CH2:18][CH2:19][CH2:20][CH2:21][CH2:22][CH2:23][CH3:24])[CH2:2][CH2:3][CH2:4][CH2:5][CH2:6][CH2:7][CH3:8].[H][H], predict the reaction product. The product is: [CH2:1]([O:9][C:10]1[CH:11]=[C:12]([CH:13]=[CH:14][C:15]=1[O:16][CH2:17][CH2:18][CH2:19][CH2:20][CH2:21][CH2:22][CH2:23][CH3:24])[NH2:25])[CH2:2][CH2:3][CH2:4][CH2:5][CH2:6][CH2:7][CH3:8]. (2) The product is: [C:2]([C:7]1[O:11][C:10]([CH2:12][N:13]2[CH:17]=[C:16]([NH:18][C:33]([C:29]3[N:30]=[CH:31][O:32][C:28]=3[C:25]3[CH:24]=[CH:23][C:22]([O:21][C:20]([F:36])([F:19])[F:37])=[CH:27][CH:26]=3)=[O:34])[CH:15]=[N:14]2)=[CH:9][CH:8]=1)(=[O:6])[CH3:1]. Given the reactants [CH3:1][C:2]1([C:7]2[O:11][C:10]([CH2:12][N:13]3[CH:17]=[C:16]([NH2:18])[CH:15]=[N:14]3)=[CH:9][CH:8]=2)[O:6]CCO1.[F:19][C:20]([F:37])([F:36])[O:21][C:22]1[CH:27]=[CH:26][C:25]([C:28]2[O:32][CH:31]=[N:30][C:29]=2[C:33](O)=[O:34])=[CH:24][CH:23]=1, predict the reaction product. (3) Given the reactants O[CH2:2][C:3]1[CH:12]=[CH:11][C:10]2[N:9]=[C:8]3[CH2:13][CH2:14][CH2:15][N:7]3[C:6](=[O:16])[C:5]=2[CH:4]=1.[Cl:17]CCl.S(Cl)(Cl)=O, predict the reaction product. The product is: [Cl:17][CH2:2][C:3]1[CH:12]=[CH:11][C:10]2[N:9]=[C:8]3[CH2:13][CH2:14][CH2:15][N:7]3[C:6](=[O:16])[C:5]=2[CH:4]=1. (4) Given the reactants [CH2:1]([N:8]1[CH2:13][CH2:12][N:11]([C:14]2[CH:19]=[CH:18][N:17]=[C:16]3[NH:20][CH:21]=[C:22]([N+:23]([O-])=O)[C:15]=23)[CH2:10][CH2:9]1)[C:2]1[CH:7]=[CH:6][CH:5]=[CH:4][CH:3]=1.Cl.Cl[Sn]Cl.C([O-])([O-])=O.[Na+].[Na+].[C:36](O[C:36](=[O:40])[CH2:37][CH2:38][CH3:39])(=[O:40])[CH2:37][CH2:38][CH3:39], predict the reaction product. The product is: [CH2:1]([N:8]1[CH2:13][CH2:12][N:11]([C:14]2[CH:19]=[CH:18][N:17]=[C:16]3[NH:20][CH:21]=[C:22]([NH:23][C:36](=[O:40])[CH2:37][CH2:38][CH3:39])[C:15]=23)[CH2:10][CH2:9]1)[C:2]1[CH:7]=[CH:6][CH:5]=[CH:4][CH:3]=1. (5) Given the reactants [Cl:1][C:2]1[CH:3]=[C:4]([C:8](=[O:17])[CH2:9][C:10](=O)[C:11]([O:13][CH2:14][CH3:15])=[O:12])[CH:5]=[CH:6][CH:7]=1.Cl.[NH2:19]O, predict the reaction product. The product is: [Cl:1][C:2]1[CH:3]=[C:4]([C:8]2[O:17][N:19]=[C:10]([C:11]([O:13][CH2:14][CH3:15])=[O:12])[CH:9]=2)[CH:5]=[CH:6][CH:7]=1. (6) Given the reactants [NH2:1][CH2:2][CH2:3][CH2:4][CH2:5][N:6]1[CH2:11][CH2:10][CH:9]([C:12]2[CH:13]=[C:14]([NH:18][C:19](=[O:23])[CH:20]([CH3:22])[CH3:21])[CH:15]=[CH:16][CH:17]=2)[CH2:8][CH2:7]1.[Cl:24][C:25]1[CH:30]=[CH:29][CH:28]=[C:27]([Cl:31])[C:26]=1[C:32]1[C:36]([C:37](Cl)=[O:38])=[C:35]([CH3:40])[O:34][N:33]=1, predict the reaction product. The product is: [Cl:24][C:25]1[CH:30]=[CH:29][CH:28]=[C:27]([Cl:31])[C:26]=1[C:32]1[C:36]([C:37]([NH:1][CH2:2][CH2:3][CH2:4][CH2:5][N:6]2[CH2:7][CH2:8][CH:9]([C:12]3[CH:17]=[CH:16][CH:15]=[C:14]([NH:18][C:19](=[O:23])[CH:20]([CH3:21])[CH3:22])[CH:13]=3)[CH2:10][CH2:11]2)=[O:38])=[C:35]([CH3:40])[O:34][N:33]=1. (7) Given the reactants [C:1]([C:3]1[CH:4]=[C:5]([CH:9]=[CH:10][C:11]=1[O:12][C:13]([F:16])([F:15])[F:14])[C:6](O)=[O:7])#[N:2].CN(C=O)C.C(Cl)(=O)C([Cl:25])=O, predict the reaction product. The product is: [C:1]([C:3]1[CH:4]=[C:5]([CH:9]=[CH:10][C:11]=1[O:12][C:13]([F:16])([F:15])[F:14])[C:6]([Cl:25])=[O:7])#[N:2]. (8) Given the reactants [F:1][CH:2]([F:31])[C:3]1[N:7]([C:8]2[N:13]=[C:12]([N:14]3[CH2:19][CH2:18][O:17][CH2:16][CH2:15]3)[N:11]=[C:10]([N:20]3[CH2:23][CH:22]([NH2:24])[CH2:21]3)[N:9]=2)[C:6]2[CH:25]=[CH:26][CH:27]=[C:28]([O:29][CH3:30])[C:5]=2[N:4]=1.[Cl:32][CH2:33][C:34](Cl)=[O:35], predict the reaction product. The product is: [Cl:32][CH2:33][C:34]([NH:24][CH:22]1[CH2:21][N:20]([C:10]2[N:9]=[C:8]([N:7]3[C:6]4[CH:25]=[CH:26][CH:27]=[C:28]([O:29][CH3:30])[C:5]=4[N:4]=[C:3]3[CH:2]([F:1])[F:31])[N:13]=[C:12]([N:14]3[CH2:15][CH2:16][O:17][CH2:18][CH2:19]3)[N:11]=2)[CH2:23]1)=[O:35]. (9) Given the reactants Cl[O-].[Na+].[CH2:4]([O:11][CH2:12][C@H:13]([O:17][CH2:18][CH:19]=[N:20][OH:21])[CH2:14][CH:15]=[CH2:16])[C:5]1[CH:10]=[CH:9][CH:8]=[CH:7][CH:6]=1, predict the reaction product. The product is: [CH2:4]([O:11][CH2:12][C@@H:13]1[O:17][CH2:18][C:19]2=[N:20][O:21][CH2:16][C@@H:15]2[CH2:14]1)[C:5]1[CH:10]=[CH:9][CH:8]=[CH:7][CH:6]=1.